From a dataset of Forward reaction prediction with 1.9M reactions from USPTO patents (1976-2016). Predict the product of the given reaction. (1) Given the reactants [N+:1]([C:4]1[CH:9]=[CH:8][C:7]([O:10][C:11]([N:13]2[CH:17]([C:18]3[CH:23]=[CH:22][C:21](F)=[C:20]([F:25])[CH:19]=3)[CH2:16][O:15][C:14]2=[O:26])=[O:12])=[CH:6][CH:5]=1)([O-:3])=[O:2].[F:27]C1C=C(C=C(F)C=1)C=O, predict the reaction product. The product is: [F:27][C:22]1[CH:23]=[C:18]([C@H:17]2[CH2:16][O:15][C:14](=[O:26])[N:13]2[C:11]([O:10][C:7]2[CH:6]=[CH:5][C:4]([N+:1]([O-:3])=[O:2])=[CH:9][CH:8]=2)=[O:12])[CH:19]=[C:20]([F:25])[CH:21]=1. (2) The product is: [Cl:7][C:8]1[CH:16]=[CH:15][C:14]([N+:17]([O-:19])=[O:18])=[CH:13][C:9]=1[C:10]([N:12]=[C:2]=[O:3])=[O:11]. Given the reactants C(Cl)(=O)[C:2](Cl)=[O:3].[Cl:7][C:8]1[CH:16]=[CH:15][C:14]([N+:17]([O-:19])=[O:18])=[CH:13][C:9]=1[C:10]([NH2:12])=[O:11], predict the reaction product. (3) Given the reactants [NH:1]1[CH:5]=[C:4]([C:6]2[CH:22]=[CH:21][C:9]3[C:10]4[N:11]=[C:12]([C:18](O)=[O:19])[S:13][C:14]=4[CH2:15][CH2:16][O:17][C:8]=3[CH:7]=2)[CH:3]=[N:2]1.[CH3:23][N:24]1[CH2:29][CH2:28][N:27]([C:30]([CH:32]2[CH2:37][CH2:36][NH:35][CH2:34][CH2:33]2)=[O:31])[CH2:26][CH2:25]1, predict the reaction product. The product is: [CH3:23][N:24]1[CH2:25][CH2:26][N:27]([C:30]([CH:32]2[CH2:37][CH2:36][N:35]([C:18]([C:12]3[S:13][C:14]4[CH2:15][CH2:16][O:17][C:8]5[CH:7]=[C:6]([C:4]6[CH:5]=[N:1][NH:2][CH:3]=6)[CH:22]=[CH:21][C:9]=5[C:10]=4[N:11]=3)=[O:19])[CH2:34][CH2:33]2)=[O:31])[CH2:28][CH2:29]1. (4) Given the reactants C(C1N=C(N2CCOCC2)C2N=NN([CH2:14][C:15]3[CH:20]=[CH:19][CH:18]=C[C:16]=3Cl)C=2N=1)(C)(C)C.[C:28]([C:32]1[N:33]=[C:34](Cl)[C:35]2[N:40]=[N:39][N:38]([CH2:41][C:42]3[CH:47]=[CH:46][CH:45]=[CH:44][C:43]=3[Cl:48])[C:36]=2[N:37]=1)([CH3:31])([CH3:30])[CH3:29].CC1CCC[NH:52]1, predict the reaction product. The product is: [C:28]([C:32]1[N:33]=[C:34]([N:52]2[CH2:18][CH2:19][CH2:20][C:15]2([CH3:14])[CH3:16])[C:35]2[N:40]=[N:39][N:38]([CH2:41][C:42]3[CH:47]=[CH:46][CH:45]=[CH:44][C:43]=3[Cl:48])[C:36]=2[N:37]=1)([CH3:31])([CH3:30])[CH3:29]. (5) Given the reactants [Cl:1][C:2]1[C:7]([C:8]2[CH:13]=[CH:12][CH:11]=[CH:10][CH:9]=2)=[N:6][N:5]=[C:4]2[N:14]([CH2:18][C:19]([N:21]3[CH2:25][CH2:24][C@@H:23]([F:26])[CH2:22]3)=[O:20])[N:15]=[C:16](I)[C:3]=12.[F:27][C:28]1[CH:33]=[CH:32][C:31](B(O)O)=[CH:30][CH:29]=1.[O-]P([O-])([O-])=O.[K+].[K+].[K+], predict the reaction product. The product is: [Cl:1][C:2]1[C:7]([C:8]2[CH:13]=[CH:12][CH:11]=[CH:10][CH:9]=2)=[N:6][N:5]=[C:4]2[N:14]([CH2:18][C:19]([N:21]3[CH2:25][CH2:24][C@@H:23]([F:26])[CH2:22]3)=[O:20])[N:15]=[C:16]([C:31]3[CH:32]=[CH:33][C:28]([F:27])=[CH:29][CH:30]=3)[C:3]=12. (6) Given the reactants [CH3:1][C:2]1[CH:7]=[C:6]([CH:8]2[CH2:13][CH2:12][NH:11][CH2:10][CH2:9]2)[CH:5]=[CH:4][C:3]=1[NH:14][C:15]1[N:20]=[C:19]([CH2:21][CH2:22][C:23]2[CH:28]=[CH:27][CH:26]=[CH:25][C:24]=2[CH2:29][C:30]([O:32][CH3:33])=[O:31])[C:18]([C:34]([F:37])([F:36])[F:35])=[CH:17][N:16]=1.C=O.[C:40](O[BH-](OC(=O)C)OC(=O)C)(=O)C.[Na+].C(OCC)(=O)C, predict the reaction product. The product is: [CH3:1][C:2]1[CH:7]=[C:6]([CH:8]2[CH2:9][CH2:10][N:11]([CH3:40])[CH2:12][CH2:13]2)[CH:5]=[CH:4][C:3]=1[NH:14][C:15]1[N:20]=[C:19]([CH2:21][CH2:22][C:23]2[CH:28]=[CH:27][CH:26]=[CH:25][C:24]=2[CH2:29][C:30]([O:32][CH3:33])=[O:31])[C:18]([C:34]([F:37])([F:35])[F:36])=[CH:17][N:16]=1. (7) The product is: [F:33][C:34]1[CH:35]=[C:36]([C:42]2[CH:43]=[CH:44][C:45]([CH2:46][NH:47][S:56]([C:55]3[C:51]([CH3:50])=[N:52][O:53][C:54]=3[CH3:60])(=[O:58])=[O:57])=[CH:48][CH:49]=2)[C:37]([O:40][CH3:41])=[N:38][CH:39]=1. Given the reactants C(C1C=C(C(NS(C2C=CC(F)=C(F)C=2)(=O)=O)C)C=CC=1C1C=C(F)C=CC=1OC)C=C.[F:33][C:34]1[CH:35]=[C:36]([C:42]2[CH:49]=[CH:48][C:45]([CH2:46][NH2:47])=[CH:44][CH:43]=2)[C:37]([O:40][CH3:41])=[N:38][CH:39]=1.[CH3:50][C:51]1[C:55]([S:56](Cl)(=[O:58])=[O:57])=[C:54]([CH3:60])[O:53][N:52]=1, predict the reaction product. (8) The product is: [CH2:17]([O:13][CH:10]1[CH2:11][O:12][C:7]([CH3:14])([CH3:6])[O:8][CH2:9]1)[C:18]1[CH:23]=[CH:22][CH:21]=[CH:20][CH:19]=1. Given the reactants CN(C)C=O.[CH3:6][C:7]1([CH3:14])[O:12][CH2:11][CH:10]([OH:13])[CH2:9][O:8]1.[H-].[Na+].[CH2:17](Br)[C:18]1[CH:23]=[CH:22][CH:21]=[CH:20][CH:19]=1, predict the reaction product. (9) Given the reactants CC1(C)[O:27][C@@H:5]2[C@H:6]3[CH2:14][C:13]4[NH:12][N:11]=[CH:10][C:9]=4[CH2:8][C@:7]3([CH3:26])[C@@H:15]3[C@@H:20]([C@H:4]2[O:3]1)[C@@H:19]1[CH2:21][CH2:22][C:23](=[CH2:24])[C@@:18]1([CH3:25])[CH2:17][CH2:16]3.CC(O)=O, predict the reaction product. The product is: [CH3:26][C@@:7]12[C@@H:15]3[C@H:20]([C@@H:19]4[CH2:21][CH2:22][C:23](=[CH2:24])[C@@:18]4([CH3:25])[CH2:17][CH2:16]3)[C@@H:4]([OH:3])[C@H:5]([OH:27])[C@H:6]1[CH2:14][C:13]1[NH:12][N:11]=[CH:10][C:9]=1[CH2:8]2. (10) Given the reactants C(O[C:4](=O)[CH2:5][C:6]1[CH:11]=[CH:10][C:9]([O:12][CH3:13])=[C:8]([O:14][CH:15]([F:17])[F:16])[CH:7]=1)C.[NH2:19][C:20]1[N:24]([CH2:25][CH:26]([OH:28])[CH3:27])[CH:23]=[N:22][C:21]=1[C:29]([NH2:31])=[O:30].[Na], predict the reaction product. The product is: [F:17][CH:15]([F:16])[O:14][C:8]1[CH:7]=[C:6]([CH:11]=[CH:10][C:9]=1[O:12][CH3:13])[CH2:5][C:4]1[NH:31][C:29](=[O:30])[C:21]2[N:22]=[CH:23][N:24]([CH2:25][CH:26]([OH:28])[CH3:27])[C:20]=2[N:19]=1.